From a dataset of NCI-60 drug combinations with 297,098 pairs across 59 cell lines. Regression. Given two drug SMILES strings and cell line genomic features, predict the synergy score measuring deviation from expected non-interaction effect. (1) Drug 1: C1CN1P(=S)(N2CC2)N3CC3. Drug 2: CNC(=O)C1=NC=CC(=C1)OC2=CC=C(C=C2)NC(=O)NC3=CC(=C(C=C3)Cl)C(F)(F)F. Cell line: SK-MEL-5. Synergy scores: CSS=7.28, Synergy_ZIP=-0.293, Synergy_Bliss=4.93, Synergy_Loewe=0.817, Synergy_HSA=4.32. (2) Drug 1: CC12CCC(CC1=CCC3C2CCC4(C3CC=C4C5=CN=CC=C5)C)O. Drug 2: CCCS(=O)(=O)NC1=C(C(=C(C=C1)F)C(=O)C2=CNC3=C2C=C(C=N3)C4=CC=C(C=C4)Cl)F. Cell line: NCI-H460. Synergy scores: CSS=-2.92, Synergy_ZIP=1.64, Synergy_Bliss=-0.145, Synergy_Loewe=-3.60, Synergy_HSA=-4.30.